This data is from NCI-60 drug combinations with 297,098 pairs across 59 cell lines. The task is: Regression. Given two drug SMILES strings and cell line genomic features, predict the synergy score measuring deviation from expected non-interaction effect. (1) Drug 1: CC1=C2C(C(=O)C3(C(CC4C(C3C(C(C2(C)C)(CC1OC(=O)C(C(C5=CC=CC=C5)NC(=O)OC(C)(C)C)O)O)OC(=O)C6=CC=CC=C6)(CO4)OC(=O)C)O)C)O. Drug 2: CCN(CC)CCCC(C)NC1=C2C=C(C=CC2=NC3=C1C=CC(=C3)Cl)OC. Cell line: HT29. Synergy scores: CSS=46.9, Synergy_ZIP=-0.422, Synergy_Bliss=-1.51, Synergy_Loewe=-18.9, Synergy_HSA=1.17. (2) Drug 1: C1=CN(C=N1)CC(O)(P(=O)(O)O)P(=O)(O)O. Drug 2: CC(C)CN1C=NC2=C1C3=CC=CC=C3N=C2N. Cell line: A498. Synergy scores: CSS=1.88, Synergy_ZIP=-0.175, Synergy_Bliss=-0.584, Synergy_Loewe=0.634, Synergy_HSA=-0.500. (3) Drug 1: CC1CCC2CC(C(=CC=CC=CC(CC(C(=O)C(C(C(=CC(C(=O)CC(OC(=O)C3CCCCN3C(=O)C(=O)C1(O2)O)C(C)CC4CCC(C(C4)OC)OCCO)C)C)O)OC)C)C)C)OC. Drug 2: CC12CCC3C(C1CCC2O)C(CC4=C3C=CC(=C4)O)CCCCCCCCCS(=O)CCCC(C(F)(F)F)(F)F. Cell line: CCRF-CEM. Synergy scores: CSS=3.69, Synergy_ZIP=3.87, Synergy_Bliss=13.0, Synergy_Loewe=1.57, Synergy_HSA=1.48. (4) Drug 1: CC1C(C(=O)NC(C(=O)N2CCCC2C(=O)N(CC(=O)N(C(C(=O)O1)C(C)C)C)C)C(C)C)NC(=O)C3=C4C(=C(C=C3)C)OC5=C(C(=O)C(=C(C5=N4)C(=O)NC6C(OC(=O)C(N(C(=O)CN(C(=O)C7CCCN7C(=O)C(NC6=O)C(C)C)C)C)C(C)C)C)N)C. Drug 2: C1=CC=C(C=C1)NC(=O)CCCCCCC(=O)NO. Cell line: SW-620. Synergy scores: CSS=20.0, Synergy_ZIP=-2.34, Synergy_Bliss=7.19, Synergy_Loewe=2.66, Synergy_HSA=3.02. (5) Drug 1: COC1=NC(=NC2=C1N=CN2C3C(C(C(O3)CO)O)O)N. Drug 2: CCN(CC)CCNC(=O)C1=C(NC(=C1C)C=C2C3=C(C=CC(=C3)F)NC2=O)C. Cell line: EKVX. Synergy scores: CSS=2.88, Synergy_ZIP=-1.22, Synergy_Bliss=-0.583, Synergy_Loewe=-2.89, Synergy_HSA=-3.10.